Dataset: Catalyst prediction with 721,799 reactions and 888 catalyst types from USPTO. Task: Predict which catalyst facilitates the given reaction. (1) Reactant: [C:1](Cl)(=[O:5])[O:2][CH2:3][CH3:4].[C:7]([O:11][C:12]([N:14]1[CH2:21][C:20]2[C:19]([NH2:22])=[N:18][NH:17][C:16]=2[CH2:15]1)=[O:13])([CH3:10])([CH3:9])[CH3:8].CCN(C(C)C)C(C)C. Product: [CH2:3]([O:2][C:1]([N:17]1[C:16]2[CH2:15][N:14]([C:12]([O:11][C:7]([CH3:9])([CH3:8])[CH3:10])=[O:13])[CH2:21][C:20]=2[C:19]([NH2:22])=[N:18]1)=[O:5])[CH3:4]. The catalyst class is: 1. (2) Reactant: C([O:5][C:6](=[O:39])[CH2:7][CH2:8][C:9]1[CH:14]=[C:13]([Cl:15])[C:12]([C:16]2[NH:20][C:19]3[CH:21]=[C:22]([C:25](=[O:37])[NH:26][C:27]4[CH:36]=[CH:35][C:34]5[C:29](=[CH:30][CH:31]=[CH:32][CH:33]=5)[N:28]=4)[CH:23]=[CH:24][C:18]=3[N:17]=2)=[C:11]([Cl:38])[CH:10]=1)(C)(C)C. Product: [Cl:15][C:13]1[CH:14]=[C:9]([CH2:8][CH2:7][C:6]([OH:39])=[O:5])[CH:10]=[C:11]([Cl:38])[C:12]=1[C:16]1[NH:20][C:19]2[CH:21]=[C:22]([C:25](=[O:37])[NH:26][C:27]3[CH:36]=[CH:35][C:34]4[C:29](=[CH:30][CH:31]=[CH:32][CH:33]=4)[N:28]=3)[CH:23]=[CH:24][C:18]=2[N:17]=1.[ClH:15]. The catalyst class is: 89. (3) Reactant: [H-].[Na+].[NH2:3][C:4]1[CH:5]=[N:6][C:7]([C:10]([CH3:13])([CH3:12])[CH3:11])=[N:8][CH:9]=1.[CH2:14]([O:21][C:22]1[C:31]2[C:26](=[CH:27][CH:28]=[C:29]([C:32]3[C:41]4[C:36](=[CH:37][CH:38]=[CH:39][CH:40]=4)[C:35](Cl)=[N:34][CH:33]=3)[CH:30]=2)[N:25]=[CH:24][N:23]=1)[C:15]1[CH:20]=[CH:19][CH:18]=[CH:17][CH:16]=1.C(Cl)Cl. Product: [CH2:14]([O:21][C:22]1[C:31]2[C:26](=[CH:27][CH:28]=[C:29]([C:32]3[C:41]4[C:36](=[CH:37][CH:38]=[CH:39][CH:40]=4)[C:35]([NH:3][C:4]4[CH:9]=[N:8][C:7]([C:10]([CH3:13])([CH3:12])[CH3:11])=[N:6][CH:5]=4)=[N:34][CH:33]=3)[CH:30]=2)[N:25]=[CH:24][N:23]=1)[C:15]1[CH:20]=[CH:19][CH:18]=[CH:17][CH:16]=1. The catalyst class is: 1.